Dataset: Forward reaction prediction with 1.9M reactions from USPTO patents (1976-2016). Task: Predict the product of the given reaction. Given the reactants [N+:1]([C:4]1[CH:9]=[CH:8][N+:7]([O-])=[C:6]2[NH:11][CH:12]=[CH:13][C:5]=12)([O-:3])=[O:2].C[Si](C)(C)N[Si](C)(C)C.[Cl:23]C(OC)=O, predict the reaction product. The product is: [Cl:23][C:8]1[N:7]=[C:6]2[NH:11][CH:12]=[CH:13][C:5]2=[C:4]([N+:1]([O-:3])=[O:2])[CH:9]=1.